This data is from Reaction yield outcomes from USPTO patents with 853,638 reactions. The task is: Predict the reaction yield, written as a fraction of the theoretical maximum amount of product (1.0 means a 100% yield; for example, 0.34 means a 34% yield). The reactants are C([O:8][C:9]1[C:10]([O:25][CH3:26])=[CH:11][C:12]2[C:18](=[O:19])[N:17]3[CH2:20][CH2:21][CH2:22][CH2:23][C@@H:16]3[CH:15]=[N:14][C:13]=2[CH:24]=1)C1C=CC=CC=1. The catalyst is C(Cl)Cl.C([O-])(O)=O.[Na+]. The product is [OH:8][C:9]1[C:10]([O:25][CH3:26])=[CH:11][C:12]2[C:18](=[O:19])[N:17]3[CH2:20][CH2:21][CH2:22][CH2:23][C@@H:16]3[CH:15]=[N:14][C:13]=2[CH:24]=1. The yield is 0.700.